From a dataset of Forward reaction prediction with 1.9M reactions from USPTO patents (1976-2016). Predict the product of the given reaction. (1) Given the reactants [CH2:1]([O:4][CH2:5][CH2:6][O:7][CH2:8][CH2:9][O:10][CH2:11][CH2:12][OH:13])[C:2]#[CH:3].[C:14]1([CH3:24])[CH:19]=[CH:18][C:17]([S:20](Cl)(=[O:22])=[O:21])=[CH:16][CH:15]=1, predict the reaction product. The product is: [CH3:24][C:14]1[CH:19]=[CH:18][C:17]([S:20]([O:13][CH2:12][CH2:11][O:10][CH2:9][CH2:8][O:7][CH2:6][CH2:5][O:4][CH2:1][C:2]#[CH:3])(=[O:22])=[O:21])=[CH:16][CH:15]=1. (2) Given the reactants [Br:1][C:2]1[CH:17]=[C:5]2[N:6]=[C:7]([CH3:16])[C:8]([CH2:11][C:12]([O:14][CH3:15])=[O:13])=[C:9](Cl)[N:4]2[N:3]=1.Cl.[CH3:19][C:20]1([CH3:26])[CH2:25][CH2:24][NH:23][CH2:22][CH2:21]1.CCN(C(C)C)C(C)C, predict the reaction product. The product is: [Br:1][C:2]1[CH:17]=[C:5]2[N:6]=[C:7]([CH3:16])[C:8]([CH2:11][C:12]([O:14][CH3:15])=[O:13])=[C:9]([N:23]3[CH2:24][CH2:25][C:20]([CH3:26])([CH3:19])[CH2:21][CH2:22]3)[N:4]2[N:3]=1. (3) Given the reactants [Cl:1][C:2]1[C:3]([O:13][CH2:14][C:15]2[CH:20]=[CH:19][C:18]([O:21][CH3:22])=[CH:17][CH:16]=2)=[CH:4][C:5]([OH:12])=[C:6]([CH:11]=1)[C:7]([O:9][CH3:10])=[O:8].[N+](C1C=C(S(O[CH2:36][C@@H:37]2[CH2:39][O:38]2)(=O)=O)C=CC=1)([O-])=O.C(=O)([O-])[O-].[Cs+].[Cs+], predict the reaction product. The product is: [Cl:1][C:2]1[C:3]([O:13][CH2:14][C:15]2[CH:16]=[CH:17][C:18]([O:21][CH3:22])=[CH:19][CH:20]=2)=[CH:4][C:5]([O:12][CH2:36][C@@H:37]2[CH2:39][O:38]2)=[C:6]([CH:11]=1)[C:7]([O:9][CH3:10])=[O:8]. (4) Given the reactants [C:1]([NH:6][C:7]1[C:8]([CH3:13])=[CH:9][CH:10]=[CH:11][CH:12]=1)(=[O:5])[CH2:2][CH2:3][CH3:4].[Br:14]Br.O, predict the reaction product. The product is: [Br:14][C:10]1[CH:11]=[CH:12][C:7]([NH:6][C:1](=[O:5])[CH2:2][CH2:3][CH3:4])=[C:8]([CH3:13])[CH:9]=1. (5) Given the reactants [C:1]([C:5]1[C:13]([N+:14]([O-])=O)=[CH:12][C:8]2[O:9][CH2:10][O:11][C:7]=2[CH:6]=1)([CH3:4])([CH3:3])[CH3:2].Cl.C(O)C, predict the reaction product. The product is: [C:1]([C:5]1[C:13]([NH2:14])=[CH:12][C:8]2[O:9][CH2:10][O:11][C:7]=2[CH:6]=1)([CH3:4])([CH3:2])[CH3:3]. (6) Given the reactants C(OCC)(=O)CC(C)=O.[N:10]1[CH:15]=[CH:14][CH:13]=[CH:12][C:11]=1[NH:16][NH2:17].[CH:18]1([C:21]2N(C(C)C)N=[CH:23][C:22]=2[CH:29]=[O:30])CC1, predict the reaction product. The product is: [CH3:18][C:21]1[N:16]([C:11]2[CH:12]=[CH:13][CH:14]=[CH:15][N:10]=2)[N:17]=[CH:23][C:22]=1[CH:29]=[O:30]. (7) Given the reactants C(NC(C)C)(C)C.[CH2:8]([Li])[CH2:9][CH2:10][CH3:11].[CH3:13][O:14][C:15]([CH:17]1[CH2:22][CH2:21][O:20][CH2:19][CH2:18]1)=[O:16].BrC=CCC, predict the reaction product. The product is: [CH3:13][O:14][C:15]([C:17]1([CH2:11][CH2:10][CH:9]=[CH2:8])[CH2:22][CH2:21][O:20][CH2:19][CH2:18]1)=[O:16].